Dataset: Forward reaction prediction with 1.9M reactions from USPTO patents (1976-2016). Task: Predict the product of the given reaction. (1) Given the reactants S(Cl)(Cl)=O.[CH:5]1([CH2:8][C:9]([OH:11])=O)[CH2:7][CH2:6]1.[Cl:12][C:13]1[C:14]([N:21]2[CH2:26][CH2:25][CH:24]([C:27]3[CH:36]=[CH:35][CH:34]=[CH:33][C:28]=3[C:29]([O:31][CH3:32])=[O:30])[CH2:23][CH2:22]2)=[CH:15][N:16]=[N:17][C:18]=1[NH:19][NH2:20].C(=O)(O)[O-].[Na+], predict the reaction product. The product is: [Cl:12][C:13]1[C:14]([N:21]2[CH2:26][CH2:25][CH:24]([C:27]3[CH:36]=[CH:35][CH:34]=[CH:33][C:28]=3[C:29]([O:31][CH3:32])=[O:30])[CH2:23][CH2:22]2)=[CH:15][N:16]=[N:17][C:18]=1[NH:19][NH:20][C:9](=[O:11])[CH2:8][CH:5]1[CH2:6][CH2:7]1. (2) Given the reactants [Br:1]Br.[C:3]([C:7]1[O:8][CH:9]=[C:10]([C@@H:12]2[CH2:17][CH2:16][C@H:15]([F:18])[CH2:14][C@H:13]2[C:19]([O:21][CH3:22])=[O:20])[N:11]=1)([CH3:6])([CH3:5])[CH3:4], predict the reaction product. The product is: [Br:1][C:9]1[O:8][C:7]([C:3]([CH3:6])([CH3:4])[CH3:5])=[N:11][C:10]=1[C@@H:12]1[CH2:17][CH2:16][C@H:15]([F:18])[CH2:14][C@H:13]1[C:19]([O:21][CH3:22])=[O:20].